From a dataset of Catalyst prediction with 721,799 reactions and 888 catalyst types from USPTO. Predict which catalyst facilitates the given reaction. (1) Reactant: [F:1][C:2]1[C:3]([NH:12][C:13]2([CH3:32])[CH2:17][CH2:16][CH2:15][CH:14]2[NH:18]C(=O)O[C@@H]2C[C@H](C)CC[C@H]2C(C)C)=[N:4][CH:5]=[C:6]([C:8]([F:11])([F:10])[F:9])[CH:7]=1.Br. Product: [F:1][C:2]1[C:3]([NH:12][C:13]2([CH3:32])[CH2:17][CH2:16][CH2:15][CH:14]2[NH2:18])=[N:4][CH:5]=[C:6]([C:8]([F:11])([F:9])[F:10])[CH:7]=1. The catalyst class is: 15. (2) Reactant: [CH3:1][O:2][C:3]1[CH:18]=[CH:17][C:6]2[CH2:7][CH:8]([C:13]([O:15]C)=[O:14])[CH2:9][C:10](=[O:12])[NH:11][C:5]=2[CH:4]=1.[OH-].[Na+].Cl. Product: [CH3:1][O:2][C:3]1[CH:18]=[CH:17][C:6]2[CH2:7][CH:8]([C:13]([OH:15])=[O:14])[CH2:9][C:10](=[O:12])[NH:11][C:5]=2[CH:4]=1. The catalyst class is: 5. (3) Reactant: [OH-:1].[Na+].[Cl:3][C:4]1[N:13]=[C:12](Cl)[C:11]2[C:6](=[C:7]([CH3:17])[C:8]([O:15][CH3:16])=[CH:9][CH:10]=2)[N:5]=1. Product: [Cl:3][C:4]1[N:13]=[C:12]([OH:1])[C:11]2[C:6](=[C:7]([CH3:17])[C:8]([O:15][CH3:16])=[CH:9][CH:10]=2)[N:5]=1. The catalyst class is: 90. (4) Reactant: C1(P(N=[N+]=[N-])(C2C=CC=CC=2)=[O:8])C=CC=CC=1.[CH3:18][O:19][C:20]1[CH:47]=[C:46]([O:48][CH3:49])[CH:45]=[CH:44][C:21]=1[CH2:22][NH:23][C:24]1[N:32]=[C:31]([C:33]2[O:34][CH:35]=[CH:36][CH:37]=2)[C:30]([C:38]2[CH:43]=[CH:42][N:41]=[CH:40][N:39]=2)=[CH:29][C:25]=1C(O)=O.C([N:52]([CH2:55]C)CC)C. Product: [CH3:18][O:19][C:20]1[CH:47]=[C:46]([O:48][CH3:49])[CH:45]=[CH:44][C:21]=1[CH2:22][N:23]1[C:24]2=[N:32][C:31]([C:33]3[O:34][CH:35]=[CH:36][CH:37]=3)=[C:30]([C:38]3[CH:43]=[CH:42][N:41]=[CH:40][N:39]=3)[CH:29]=[C:25]2[NH:52][C:55]1=[O:8]. The catalyst class is: 12. (5) Reactant: [Cl:1][C:2]1[CH:7]=[CH:6][CH:5]=[C:4]([Cl:8])[C:3]=1[N:9]1[C:18]2[C:13](=[C:14]([C:29]3[CH:34]=[CH:33][CH:32]=[CH:31][C:30]=3[Cl:35])[CH:15]=[C:16]([CH:19]3[CH2:28][CH2:27][C:22]4(OCC[O:23]4)[CH2:21][CH2:20]3)[CH:17]=2)[CH2:12][NH:11][C:10]1=[O:36]. Product: [Cl:1][C:2]1[CH:7]=[CH:6][CH:5]=[C:4]([Cl:8])[C:3]=1[N:9]1[C:18]2[C:13](=[C:14]([C:29]3[CH:34]=[CH:33][CH:32]=[CH:31][C:30]=3[Cl:35])[CH:15]=[C:16]([CH:19]3[CH2:20][CH2:21][C:22](=[O:23])[CH2:27][CH2:28]3)[CH:17]=2)[CH2:12][NH:11][C:10]1=[O:36]. The catalyst class is: 21. (6) Reactant: [F:1][C:2]1[N:9]=[C:8](F)[C:7]([F:11])=[CH:6][C:3]=1[C:4]#[N:5].C(N(CC)CC)C.[CH3:19][C:20]1[NH:24][N:23]=[C:22]([NH2:25])[CH:21]=1. Product: [F:1][C:2]1[N:9]=[C:8]([NH:25][C:22]2[CH:21]=[C:20]([CH3:19])[NH:24][N:23]=2)[C:7]([F:11])=[CH:6][C:3]=1[C:4]#[N:5]. The catalyst class is: 10. (7) Reactant: [Cl:1][C:2]1[C:10]([N+:11]([O-])=O)=[CH:9][CH:8]=[CH:7][C:3]=1[C:4]([OH:6])=[O:5].[CH:14]([Mg]Br)=[CH2:15].[Cl-].[NH4+].Cl. Product: [Cl:1][C:2]1[C:3]([C:4]([OH:6])=[O:5])=[CH:7][CH:8]=[C:9]2[C:10]=1[NH:11][CH:15]=[CH:14]2. The catalyst class is: 7.